This data is from Full USPTO retrosynthesis dataset with 1.9M reactions from patents (1976-2016). The task is: Predict the reactants needed to synthesize the given product. (1) The reactants are: Br[C:2]1[CH:7]=[C:6]([N:8]2[CH2:12][CH2:11][C@:10]([CH:15]3[CH2:17][CH2:16]3)([C:13]#[N:14])[C:9]2=[O:18])[CH:5]=[CH:4][N:3]=1.[NH2:19][C:20]1[CH:25]=[CH:24][CH:23]=[CH:22][N:21]=1.C(=O)([O-])[O-].[Cs+].[Cs+].C1(P(C2CCCCC2)C2C(OC)=CC=C(OC)C=2C2C(C(C)C)=CC(C(C)C)=CC=2C(C)C)CCCCC1.CC(O)(CC)C. Given the product [CH:15]1([C@:10]2([C:13]#[N:14])[CH2:11][CH2:12][N:8]([C:6]3[CH:5]=[CH:4][N:3]=[C:2]([NH:19][C:20]4[CH:25]=[CH:24][CH:23]=[CH:22][N:21]=4)[CH:7]=3)[C:9]2=[O:18])[CH2:17][CH2:16]1, predict the reactants needed to synthesize it. (2) Given the product [F:1][C:2]1[CH:3]=[C:4]2[C:8](=[CH:9][CH:10]=1)[N:7]([CH2:11][C:12]1[O:13][C:14]([C:17]([F:20])([F:18])[F:19])=[CH:15][CH:16]=1)[C:6](=[O:21])[C:5]12[C:24]2=[N:25][C:26]([O:31][CH3:32])=[CH:27][CH:28]=[C:29]2[O:23][CH2:22]1, predict the reactants needed to synthesize it. The reactants are: [F:1][C:2]1[CH:3]=[C:4]2[C:8](=[CH:9][CH:10]=1)[N:7]([CH2:11][C:12]1[O:13][C:14]([C:17]([F:20])([F:19])[F:18])=[CH:15][CH:16]=1)[C:6](=[O:21])[C:5]2([C:24]1[C:29](O)=[CH:28][CH:27]=[C:26]([O:31][CH3:32])[N:25]=1)[CH2:22][OH:23].C(P(CCCC)CCCC)CCC.N(C(OCC)=O)=NC(OCC)=O. (3) Given the product [CH3:30][O:29][C:20]1[CH:21]=[C:22]([C:25]([F:27])([F:28])[F:26])[CH:23]=[CH:24][C:19]=1[C:13]1[N:14]=[CH:15][CH:16]=[C:17]2[C:12]=1[N:11]=[CH:10][C:9]([S:42]([O:58][C:49]1[C:48]([F:47])=[C:53]([F:54])[C:52]([F:55])=[C:51]([F:56])[C:50]=1[F:57])(=[O:44])=[O:43])=[CH:18]2, predict the reactants needed to synthesize it. The reactants are: C(S[C:9]1[CH:10]=[N:11][C:12]2[C:17]([CH:18]=1)=[CH:16][CH:15]=[N:14][C:13]=2[C:19]1[CH:24]=[CH:23][C:22]([C:25]([F:28])([F:27])[F:26])=[CH:21][C:20]=1[O:29][CH3:30])C1C=CC=CC=1.ClN1C(C)(C)C(=O)N(Cl)C1=O.[S:42](Cl)(Cl)(=[O:44])=[O:43].[F:47][C:48]1[C:53]([F:54])=[C:52]([F:55])[C:51]([F:56])=[C:50]([F:57])[C:49]=1[OH:58].C(N(CC)CC)C.